Dataset: NCI-60 drug combinations with 297,098 pairs across 59 cell lines. Task: Regression. Given two drug SMILES strings and cell line genomic features, predict the synergy score measuring deviation from expected non-interaction effect. (1) Drug 1: C1=NC2=C(N=C(N=C2N1C3C(C(C(O3)CO)O)O)F)N. Drug 2: CC1C(C(CC(O1)OC2CC(CC3=C2C(=C4C(=C3O)C(=O)C5=C(C4=O)C(=CC=C5)OC)O)(C(=O)CO)O)N)O.Cl. Cell line: IGROV1. Synergy scores: CSS=17.7, Synergy_ZIP=-4.55, Synergy_Bliss=-0.544, Synergy_Loewe=-40.4, Synergy_HSA=-0.552. (2) Drug 1: CS(=O)(=O)C1=CC(=C(C=C1)C(=O)NC2=CC(=C(C=C2)Cl)C3=CC=CC=N3)Cl. Drug 2: C1=CN(C(=O)N=C1N)C2C(C(C(O2)CO)O)O.Cl. Cell line: SF-295. Synergy scores: CSS=5.33, Synergy_ZIP=-3.87, Synergy_Bliss=-5.43, Synergy_Loewe=-7.18, Synergy_HSA=-3.97. (3) Drug 1: C1=CC(=CC=C1CCCC(=O)O)N(CCCl)CCCl. Drug 2: C1=CC(=CC=C1C#N)C(C2=CC=C(C=C2)C#N)N3C=NC=N3. Cell line: HCC-2998. Synergy scores: CSS=0.0935, Synergy_ZIP=-6.72, Synergy_Bliss=-11.4, Synergy_Loewe=-13.0, Synergy_HSA=-11.0. (4) Drug 1: CC1=C2C(C(=O)C3(C(CC4C(C3C(C(C2(C)C)(CC1OC(=O)C(C(C5=CC=CC=C5)NC(=O)OC(C)(C)C)O)O)OC(=O)C6=CC=CC=C6)(CO4)OC(=O)C)OC)C)OC. Drug 2: C1CCC(C(C1)N)N.C(=O)(C(=O)[O-])[O-].[Pt+4]. Cell line: ACHN. Synergy scores: CSS=48.2, Synergy_ZIP=3.72, Synergy_Bliss=3.02, Synergy_Loewe=6.63, Synergy_HSA=7.76. (5) Drug 1: C1CCN(CC1)CCOC2=CC=C(C=C2)C(=O)C3=C(SC4=C3C=CC(=C4)O)C5=CC=C(C=C5)O. Drug 2: C1C(C(OC1N2C=NC3=C2NC=NCC3O)CO)O. Cell line: NCI-H226. Synergy scores: CSS=3.43, Synergy_ZIP=2.44, Synergy_Bliss=4.79, Synergy_Loewe=0.166, Synergy_HSA=-0.947. (6) Drug 1: CC1=C2C(C(=O)C3(C(CC4C(C3C(C(C2(C)C)(CC1OC(=O)C(C(C5=CC=CC=C5)NC(=O)C6=CC=CC=C6)O)O)OC(=O)C7=CC=CC=C7)(CO4)OC(=O)C)O)C)OC(=O)C. Drug 2: CC1=C(C(=O)C2=C(C1=O)N3CC4C(C3(C2COC(=O)N)OC)N4)N. Cell line: HT29. Synergy scores: CSS=36.5, Synergy_ZIP=-15.1, Synergy_Bliss=-19.9, Synergy_Loewe=-26.9, Synergy_HSA=-17.6. (7) Drug 1: CC1=C(C(=O)C2=C(C1=O)N3CC4C(C3(C2COC(=O)N)OC)N4)N. Drug 2: N.N.Cl[Pt+2]Cl. Cell line: NCI-H460. Synergy scores: CSS=87.6, Synergy_ZIP=-2.00, Synergy_Bliss=-1.86, Synergy_Loewe=1.04, Synergy_HSA=2.26. (8) Synergy scores: CSS=4.40, Synergy_ZIP=-1.39, Synergy_Bliss=1.13, Synergy_Loewe=-1.91, Synergy_HSA=-1.03. Drug 1: CC1OCC2C(O1)C(C(C(O2)OC3C4COC(=O)C4C(C5=CC6=C(C=C35)OCO6)C7=CC(=C(C(=C7)OC)O)OC)O)O. Cell line: OVCAR-4. Drug 2: C(CCl)NC(=O)N(CCCl)N=O. (9) Drug 1: CN(C)C1=NC(=NC(=N1)N(C)C)N(C)C. Drug 2: CCC1(CC2CC(C3=C(CCN(C2)C1)C4=CC=CC=C4N3)(C5=C(C=C6C(=C5)C78CCN9C7C(C=CC9)(C(C(C8N6C=O)(C(=O)OC)O)OC(=O)C)CC)OC)C(=O)OC)O.OS(=O)(=O)O. Cell line: RPMI-8226. Synergy scores: CSS=37.0, Synergy_ZIP=9.76, Synergy_Bliss=11.2, Synergy_Loewe=-62.7, Synergy_HSA=2.13.